This data is from Reaction yield outcomes from USPTO patents with 853,638 reactions. The task is: Predict the reaction yield, written as a fraction of the theoretical maximum amount of product (1.0 means a 100% yield; for example, 0.34 means a 34% yield). (1) The reactants are [CH3:1][C:2]1[CH:7]=[C:6]([CH3:8])[CH:5]=[CH:4][C:3]=1[CH2:9][N:10]1[C:15](=[O:16])[C:14]([C:17]([NH:19][CH2:20][C:21]([O:23]CC)=[O:22])=[O:18])=[C:13]([OH:26])[C:12]([C:27]([O:29]C)=O)=[C:11]1[OH:31].CC1C=C(C)C=CC=1C[N:41]1[C:46](=O)[CH:45]=[C:44](O)[C:43](C(OC)=O)=[C:42]1O.C([N:57](C(C)C)CC)(C)C.N(CC(OCC)=O)=C=O. The catalyst is C(Cl)(Cl)Cl. The product is [CH3:1][C:2]1[CH:7]=[C:6]([CH3:8])[CH:5]=[CH:4][C:3]=1[CH2:9][N:10]1[C:11]([OH:31])=[C:12]([C:27]([NH:57][C:43]2[CH:42]=[N:41][CH:46]=[CH:45][CH:44]=2)=[O:29])[C:13]([OH:26])=[C:14]([C:17]([NH:19][CH2:20][C:21]([OH:23])=[O:22])=[O:18])[C:15]1=[O:16]. The yield is 0.790. (2) The reactants are [C:1]([C:3]1[CH:4]=[C:5]([NH:14][C:15](=[O:28])[CH2:16][CH2:17][CH2:18][C:19]2[CH:24]=[CH:23][C:22]([B:25]([OH:27])[OH:26])=[CH:21][CH:20]=2)[CH:6]=[CH:7][C:8]=1S(CC)(=O)=O)#[N:2].Br[C:30]1C=CC(CCCC(NC2C=CC=C(C#N)C=2)=O)=C(C)C=1. No catalyst specified. The product is [C:1]([C:3]1[CH:4]=[C:5]([NH:14][C:15](=[O:28])[CH2:16][CH2:17][CH2:18][C:19]2[CH:20]=[CH:21][C:22]([B:25]([OH:26])[OH:27])=[CH:23][C:24]=2[CH3:30])[CH:6]=[CH:7][CH:8]=1)#[N:2]. The yield is 0.560. (3) The reactants are [CH3:1][C:2]1[CH:6]=[CH:5][NH:4][N:3]=1.[H-].[Na+].[CH2:9](Br)[C:10]1[CH:15]=[CH:14][CH:13]=[CH:12][CH:11]=1. The catalyst is O1CCCC1. The product is [CH2:9]([N:4]1[CH:5]=[CH:6][C:2]([CH3:1])=[N:3]1)[C:10]1[CH:15]=[CH:14][CH:13]=[CH:12][CH:11]=1. The yield is 0.540. (4) The reactants are [Br:1][C:2]1[CH:7]=[CH:6][C:5]([CH3:8])=[CH:4][C:3]=1[N+:9]([O-])=O.O.O.[Sn](Cl)(Cl)(Cl)Cl. No catalyst specified. The product is [Br:1][C:2]1[CH:7]=[CH:6][C:5]([CH3:8])=[CH:4][C:3]=1[NH2:9]. The yield is 0.940. (5) The reactants are FC(F)(F)S([C:6]1[CH:7]=[C:8]([C:12]2[O:16][N:15]=[C:14]([C:17]3[CH:22]=[CH:21][CH:20]=[CH:19][N:18]=3)[CH:13]=2)[CH:9]=[CH:10][CH:11]=1)(=O)=O.[C-:25]#[N:26].[K+].C1C=CC(P(C2C=CC=CC=2)C2C=CC=CC=2)=CC=1.CCCCCC. The catalyst is C(#N)C.[Zn].C(OCC)(=O)C. The product is [C:25]([C:6]1[CH:7]=[C:8]([C:12]2[O:16][N:15]=[C:14]([C:17]3[CH:22]=[CH:21][CH:20]=[CH:19][N:18]=3)[CH:13]=2)[CH:9]=[CH:10][CH:11]=1)#[N:26]. The yield is 0.230. (6) The reactants are [F:1][C:2]1[CH:29]=[CH:28][C:5]([CH2:6][N:7]2[C:11]3[CH:12]=[N:13][C:14]4[C:15](=[O:27])[N:16]([O:20][CH:21]5[CH2:26][CH2:25][CH2:24][CH2:23][O:22]5)[CH2:17][CH2:18][C:19]=4[C:10]=3[CH:9]=[CH:8]2)=[CH:4][CH:3]=1. The catalyst is C(#N)C. The product is [CH3:6][N:7]([CH2:11][C:9]1[C:10]2[C:19]3[CH2:18][CH2:17][N:16]([O:20][CH:21]4[CH2:26][CH2:25][CH2:24][CH2:23][O:22]4)[C:15](=[O:27])[C:14]=3[N:13]=[CH:12][C:11]=2[N:7]([CH2:6][C:5]2[CH:28]=[CH:29][C:2]([F:1])=[CH:3][CH:4]=2)[CH:8]=1)[CH3:8]. The yield is 0.300. (7) The reactants are [N:1]1([CH2:7][CH2:8][OH:9])[CH2:6][CH2:5][O:4][CH2:3][CH2:2]1.[Br:10][C:11]1[CH:16]=[CH:15][C:14](O)=[CH:13][CH:12]=1.C1(P(C2C=CC=CC=2)C2C=CC=CC=2)C=CC=CC=1.CC(OC(/N=N/C(OC(C)C)=O)=O)C. The catalyst is C1COCC1.C(OCC)(=O)C. The product is [Br:10][C:11]1[CH:16]=[CH:15][C:14]([O:9][CH2:8][CH2:7][N:1]2[CH2:6][CH2:5][O:4][CH2:3][CH2:2]2)=[CH:13][CH:12]=1. The yield is 1.00.